Dataset: Forward reaction prediction with 1.9M reactions from USPTO patents (1976-2016). Task: Predict the product of the given reaction. Given the reactants [C@@H:1]12[N:8]([C:9]3[CH:18]=[N:17][C:16]4[C:11](=[CH:12][CH:13]=[CH:14][CH:15]=4)[N:10]=3)[CH2:7][C@@H:6]1[CH2:5][CH2:4][NH:3][CH2:2]2.CC1C=C(C)N=C(N2[C@@H]3[C@@H](CCNC3)C2)N=1.[F:35][C:36]1[CH:37]=[CH:38][C:39]([N:45]2[N:49]=[CH:48][CH:47]=[N:46]2)=[C:40]([CH:44]=1)[C:41](O)=[O:42].S1C=CC=C1C1C=CC=CC=1C(O)=O, predict the reaction product. The product is: [F:35][C:36]1[CH:37]=[CH:38][C:39]([N:45]2[N:49]=[CH:48][CH:47]=[N:46]2)=[C:40]([C:41]([N:3]2[CH2:4][CH2:5][C@@H:6]3[C@@H:1]([N:8]([C:9]4[CH:18]=[N:17][C:16]5[C:11](=[CH:12][CH:13]=[CH:14][CH:15]=5)[N:10]=4)[CH2:7]3)[CH2:2]2)=[O:42])[CH:44]=1.